Dataset: Reaction yield outcomes from USPTO patents with 853,638 reactions. Task: Predict the reaction yield, written as a fraction of the theoretical maximum amount of product (1.0 means a 100% yield; for example, 0.34 means a 34% yield). (1) The reactants are [CH2:1]([O:8][C:9]1[CH:10]=[CH:11][C:12]([OH:17])=[C:13]([CH:16]=1)[CH:14]=[O:15])[C:2]1[CH:7]=[CH:6][CH:5]=[CH:4][CH:3]=1.Br[C:19]([CH3:26])([CH3:25])[C:20]([O:22][CH2:23][CH3:24])=[O:21].C(=O)([O-])[O-].[Cs+].[Cs+]. The catalyst is CN(C=O)C. The product is [CH2:23]([O:22][C:20](=[O:21])[C:19]([O:17][C:12]1[CH:11]=[CH:10][C:9]([O:8][CH2:1][C:2]2[CH:3]=[CH:4][CH:5]=[CH:6][CH:7]=2)=[CH:16][C:13]=1[CH:14]=[O:15])([CH3:26])[CH3:25])[CH3:24]. The yield is 0.890. (2) The reactants are [F:1][C:2]([F:20])([F:19])[CH2:3][NH:4][C:5]1[CH:14]=[CH:13][C:12]2[C:7](=[CH:8][C:9]([C:15]([O:17]C)=[O:16])=[CH:10][CH:11]=2)[N:6]=1.[OH-].[Li+]. The catalyst is O1CCCC1. The product is [F:20][C:2]([F:1])([F:19])[CH2:3][NH:4][C:5]1[CH:14]=[CH:13][C:12]2[C:7](=[CH:8][C:9]([C:15]([OH:17])=[O:16])=[CH:10][CH:11]=2)[N:6]=1. The yield is 0.400. (3) The reactants are [CH3:1][O:2][C:3]([N:5]1[CH2:10][CH2:9][CH:8]([CH2:11][OH:12])[CH2:7][CH2:6]1)=[O:4].C(=O)(O)[O-].[Na+].[Br-].[Na+].Cl[O-].[Na+]. The catalyst is ClCCl.O. The product is [CH3:1][O:2][C:3]([N:5]1[CH2:6][CH2:7][CH:8]([CH:11]=[O:12])[CH2:9][CH2:10]1)=[O:4]. The yield is 0.900. (4) The reactants are [Cl:1][C:2]1[C:9]([F:10])=[CH:8][CH:7]=[C:6]([F:11])[C:3]=1[CH:4]=O.C([O-])(O)=O.[Na+].[OH2:17].[NH2:18]O.Cl. The catalyst is CC#N.CCCC[N+](CCCC)(CCCC)CCCC.[Cl-].CC(O)=O. The product is [Cl:1][C:2]1[C:9]([F:10])=[CH:8][CH:7]=[C:6]([F:11])[C:3]=1[CH:4]=[N:18][OH:17]. The yield is 0.920. (5) The reactants are [N:1]1[CH:6]=[CH:5][CH:4]=[C:3]2[CH2:7][CH2:8][C:9](=[O:10])[C:2]=12.Br[Mg][C:13]#[CH:14]. The catalyst is C1COCC1. The product is [C:13]([C:9]1([OH:10])[C:2]2=[N:1][CH:6]=[CH:5][CH:4]=[C:3]2[CH2:7][CH2:8]1)#[CH:14]. The yield is 0.750. (6) The reactants are [CH3:1][O:2][CH:3]([O:6][CH3:7])[CH2:4]Br.[ClH:8].[CH2:9]([O:11][C:12](=[O:15])[CH2:13][NH2:14])[CH3:10].C(N(CC)C(C)C)(C)C. The catalyst is C1COCC1.CCO.O. The product is [ClH:8].[CH3:1][O:2][CH:3]([O:6][CH3:7])[CH2:4][NH:14][CH2:13][C:12]([O:11][CH2:9][CH3:10])=[O:15]. The yield is 0.230. (7) The reactants are [H-].[Na+].[CH3:3][O:4][CH2:5][CH2:6][OH:7].Br[C:9]1[N:14]=[C:13]([NH:15][CH2:16][C:17]2[C:22]([CH3:23])=[CH:21][CH:20]=[CH:19][C:18]=2[CH2:24][CH3:25])[C:12]([N+:26]([O-:28])=[O:27])=[C:11]([NH:29][CH3:30])[CH:10]=1. The catalyst is O. The product is [CH2:24]([C:18]1[CH:19]=[CH:20][CH:21]=[C:22]([CH3:23])[C:17]=1[CH2:16][NH:15][C:13]1[C:12]([N+:26]([O-:28])=[O:27])=[C:11]([NH:29][CH3:30])[CH:10]=[C:9]([O:7][CH2:6][CH2:5][O:4][CH3:3])[N:14]=1)[CH3:25]. The yield is 1.00.